This data is from Full USPTO retrosynthesis dataset with 1.9M reactions from patents (1976-2016). The task is: Predict the reactants needed to synthesize the given product. (1) Given the product [CH3:15][O:16][CH:5]([O:19][CH3:18])[CH2:6][C:7]1[N:14]=[CH:13][CH:12]=[CH:11][C:8]=1[C:9]#[N:10], predict the reactants needed to synthesize it. The reactants are: C[Si]([C:5]#[C:6][C:7]1[N:14]=[CH:13][CH:12]=[CH:11][C:8]=1[C:9]#[N:10])(C)C.[CH3:15][O-:16].[Na+].[CH3:18][OH:19]. (2) Given the product [F:1][C:2]1[CH:9]=[CH:8][CH:7]=[CH:6][C:3]=1[C:4]1[N:30]([C:27]2[CH:28]=[CH:29][C:24]([S:21]([N:15]3[CH2:20][CH2:19][CH2:18][CH2:17][CH2:16]3)(=[O:23])=[O:22])=[CH:25][CH:26]=2)[C:11]([CH3:10])=[CH:12][CH:13]=1, predict the reactants needed to synthesize it. The reactants are: [F:1][C:2]1[CH:9]=[CH:8][CH:7]=[CH:6][C:3]=1[CH:4]=O.[CH3:10][C:11](=O)[CH:12]=[CH2:13].[N:15]1([S:21]([C:24]2[CH:29]=[CH:28][C:27]([NH2:30])=[CH:26][CH:25]=2)(=[O:23])=[O:22])[CH2:20][CH2:19][CH2:18][CH2:17][CH2:16]1.